Dataset: Forward reaction prediction with 1.9M reactions from USPTO patents (1976-2016). Task: Predict the product of the given reaction. (1) Given the reactants [OH:1][C:2]1[CH:7]=[CH:6][C:5]([O:8][CH3:9])=[CH:4][C:3]=1[C:10](=[O:12])[CH3:11].[CH3:13][C@@H:14]1[CH2:18][CH2:17][N:16]([C@@H:19]([CH3:30])[CH2:20][O:21][C:22]2[CH:29]=[CH:28][C:25]([CH:26]=O)=[CH:24][CH:23]=2)[CH2:15]1.N1CCCC1, predict the reaction product. The product is: [CH3:9][O:8][C:5]1[CH:4]=[C:3]2[C:2](=[CH:7][CH:6]=1)[O:1][CH:26]([C:25]1[CH:28]=[CH:29][C:22]([O:21][CH2:20][C@@H:19]([N:16]3[CH2:17][CH2:18][C@@H:14]([CH3:13])[CH2:15]3)[CH3:30])=[CH:23][CH:24]=1)[CH2:11][C:10]2=[O:12]. (2) Given the reactants C[Si](C)(C)N[Si](C)(C)C.[C:10](#[N:14])[CH2:11][C:12]#[N:13].[CH3:15][C:16]([C:18]1[CH:23]=[CH:22][CH:21]=[C:20]([O:24][CH3:25])[CH:19]=1)=O, predict the reaction product. The product is: [CH3:25][O:24][C:20]1[CH:19]=[C:18]([C:16](=[C:11]([C:10]#[N:14])[C:12]#[N:13])[CH3:15])[CH:23]=[CH:22][CH:21]=1. (3) Given the reactants [Cl:1][CH2:2][CH2:3][C:4]([C:6]1[CH:11]=[CH:10][C:9]([F:12])=[CH:8][CH:7]=1)=[O:5].I[CH2:14][C:15]([CH3:17])=[CH2:16], predict the reaction product. The product is: [Cl:1][CH2:2][CH2:3][C:4]([C:6]1[CH:7]=[CH:8][C:9]([F:12])=[CH:10][CH:11]=1)([OH:5])[CH2:16][C:15]([CH3:17])=[CH2:14]. (4) Given the reactants FC(F)(F)C(O)=O.[O:8]1[C:12]2[CH:13]=[CH:14][CH:15]=[CH:16][C:11]=2[N:10]=[C:9]1[NH:17][C@H:18]([C:39]([O:41]C(C)(C)C)=[O:40])[CH2:19][C:20]1[CH:25]=[CH:24][C:23]([O:26][CH2:27][CH2:28][CH2:29][C:30](=[O:38])[NH:31][C:32]2[NH:33][CH2:34][CH2:35][CH2:36][N:37]=2)=[CH:22][CH:21]=1.C1(C)C=CC=CC=1, predict the reaction product. The product is: [O:8]1[C:12]2[CH:13]=[CH:14][CH:15]=[CH:16][C:11]=2[N:10]=[C:9]1[NH:17][C@H:18]([C:39]([OH:41])=[O:40])[CH2:19][C:20]1[CH:21]=[CH:22][C:23]([O:26][CH2:27][CH2:28][CH2:29][C:30](=[O:38])[NH:31][C:32]2[NH:33][CH2:34][CH2:35][CH2:36][N:37]=2)=[CH:24][CH:25]=1.